From a dataset of Full USPTO retrosynthesis dataset with 1.9M reactions from patents (1976-2016). Predict the reactants needed to synthesize the given product. (1) The reactants are: [CH3:1][O:2][C:3](=[O:15])[C:4]1[CH:9]=[CH:8][C:7]([CH2:10]Br)=[CH:6][C:5]=1[N+:12]([O-:14])=[O:13].[NH:16]([C:24]([O:26][C:27]([CH3:30])([CH3:29])[CH3:28])=[O:25])[C:17]([O:19][C:20]([CH3:23])([CH3:22])[CH3:21])=[O:18].C(=O)([O-])[O-].[Cs+].[Cs+].O. Given the product [CH3:1][O:2][C:3](=[O:15])[C:4]1[CH:9]=[CH:8][C:7]([CH2:10][N:16]([C:17]([O:19][C:20]([CH3:23])([CH3:22])[CH3:21])=[O:18])[C:24]([O:26][C:27]([CH3:28])([CH3:29])[CH3:30])=[O:25])=[CH:6][C:5]=1[N+:12]([O-:14])=[O:13], predict the reactants needed to synthesize it. (2) The reactants are: F[C:2]1[N:7]=[C:6]([C:8]2[NH:17][C:16](=[O:18])[C:15]3[C:10](=[CH:11][C:12]([O:21][CH3:22])=[CH:13][C:14]=3[O:19][CH3:20])[N:9]=2)[CH:5]=[CH:4][CH:3]=1.[CH3:23][O:24][CH2:25][CH2:26][N:27]1[CH2:32][CH2:31][NH:30][CH2:29][CH2:28]1.CN(C)C(N(C)C)=N. Given the product [CH3:20][O:19][C:14]1[CH:13]=[C:12]([O:21][CH3:22])[CH:11]=[C:10]2[C:15]=1[C:16](=[O:18])[NH:17][C:8]([C:6]1[CH:5]=[CH:4][CH:3]=[C:2]([N:30]3[CH2:31][CH2:32][N:27]([CH2:26][CH2:25][O:24][CH3:23])[CH2:28][CH2:29]3)[N:7]=1)=[N:9]2, predict the reactants needed to synthesize it. (3) Given the product [CH3:1][N:2]1[C:6]([N+:7]([O-:9])=[O:8])=[CH:5][C:4]([C:10]([NH:13][NH2:14])=[O:12])=[N:3]1, predict the reactants needed to synthesize it. The reactants are: [CH3:1][N:2]1[C:6]([N+:7]([O-:9])=[O:8])=[CH:5][C:4]([C:10]([O-:12])=O)=[N:3]1.[NH2:13][NH2:14]. (4) Given the product [F:1][C:2]1[CH:7]=[CH:6][CH:5]=[C:4]([F:8])[C:3]=1[N:9]1[C:13]2[N:14]=[C:15]([NH:31][CH:32]3[CH2:37][CH2:36][O:35][CH2:34][CH2:33]3)[N:16]=[CH:17][C:12]=2[CH:11]=[C:10]1[C:22]([C:24]1[CH:29]=[CH:28][C:27]([F:30])=[CH:26][CH:25]=1)=[O:23], predict the reactants needed to synthesize it. The reactants are: [F:1][C:2]1[CH:7]=[CH:6][CH:5]=[C:4]([F:8])[C:3]=1[N:9]1[C:13]2[N:14]=[C:15](S(C)(=O)=O)[N:16]=[CH:17][C:12]=2[CH:11]=[C:10]1[C:22]([C:24]1[CH:29]=[CH:28][C:27]([F:30])=[CH:26][CH:25]=1)=[O:23].[NH2:31][CH:32]1[CH2:37][CH2:36][O:35][CH2:34][CH2:33]1. (5) Given the product [O:28]=[C:19]1[C:20]2[C:25](=[CH:24][CH:23]=[CH:22][CH:21]=2)[C:26](=[O:27])[N:18]1[CH2:17][C@@H:16]([NH:15][C:12]([C:9]1[CH:10]=[CH:11][N:7]([C:6]2[N:2]([CH3:1])[N:3]=[CH:4][CH:5]=2)[CH:8]=1)=[O:14])[CH2:29][C:30]1[CH:35]=[CH:34][CH:33]=[C:32]([F:36])[CH:31]=1, predict the reactants needed to synthesize it. The reactants are: [CH3:1][N:2]1[C:6]([N:7]2[CH:11]=[CH:10][C:9]([C:12]([OH:14])=O)=[CH:8]2)=[CH:5][CH:4]=[N:3]1.[NH2:15][C@@H:16]([CH2:29][C:30]1[CH:35]=[CH:34][CH:33]=[C:32]([F:36])[CH:31]=1)[CH2:17][N:18]1[C:26](=[O:27])[C:25]2[C:20](=[CH:21][CH:22]=[CH:23][CH:24]=2)[C:19]1=[O:28].C(N(CC)C(C)C)(C)C.F[P-](F)(F)(F)(F)F.Br[P+](N1CCCC1)(N1CCCC1)N1CCCC1. (6) Given the product [CH:4]([N:22]([CH:26]([CH3:25])[CH3:27])[CH2:10][CH3:11])([CH3:5])[CH3:3].[N:1]1[CH:5]=[CH:4][C:3](=[O:6])[N:2]=1, predict the reactants needed to synthesize it. The reactants are: [N:1]1[CH:5]=[CH:4][C:3](=[O:6])[N:2]=1.[Li].[OH-].[Na+].[CH2:10](N=C=NCCCN(C)C)[CH3:11].O[N:22]1[C:26]2[CH:27]=CC=C[C:25]=2N=N1.F[P-](F)(F)(F)(F)F.N1(O[P+](N2CCCC2)(N2CCCC2)N2CCCC2)C2C=CC=CC=2N=N1. (7) Given the product [CH3:45][O:44][N:43]([CH3:42])[C:5](=[O:6])[C:4]1[CH:8]=[CH:9][N:10]=[C:2]([CH3:1])[CH:3]=1, predict the reactants needed to synthesize it. The reactants are: [CH3:1][C:2]1[CH:3]=[C:4]([CH:8]=[CH:9][N:10]=1)[C:5](O)=[O:6].CCN=C=NCCCN(C)C.C1C=CC2N(O)N=NC=2C=1.CCN(C(C)C)C(C)C.Cl.[CH3:42][NH:43][O:44][CH3:45]. (8) Given the product [Si:26]([O:10][CH2:9][CH2:8][C:7]1[C:2]([Cl:1])=[N:3][C:4]2[N:5]([N:12]=[CH:13][CH:14]=2)[C:6]=1[Cl:11])([C:22]([CH3:25])([CH3:24])[CH3:23])([CH3:28])[CH3:27], predict the reactants needed to synthesize it. The reactants are: [Cl:1][C:2]1[C:7]([CH2:8][CH2:9][OH:10])=[C:6]([Cl:11])[N:5]2[N:12]=[CH:13][CH:14]=[C:4]2[N:3]=1.C(N(CC)CC)C.[C:22]([Si:26](Cl)([CH3:28])[CH3:27])([CH3:25])([CH3:24])[CH3:23].[Cl-].[NH4+]. (9) The reactants are: [N:1]1[CH:2]=[CH:3][N:4]2[CH:9]=[CH:8][CH:7]=[C:6]([C:10]3[CH:15]=[CH:14][C:13]([OH:16])=[CH:12][CH:11]=3)[C:5]=12. Given the product [N:1]1[CH:2]=[CH:3][N:4]2[CH2:9][CH2:8][CH2:7][CH:6]([C:10]3[CH:11]=[CH:12][C:13]([OH:16])=[CH:14][CH:15]=3)[C:5]=12, predict the reactants needed to synthesize it.